This data is from Reaction yield outcomes from USPTO patents with 853,638 reactions. The task is: Predict the reaction yield, written as a fraction of the theoretical maximum amount of product (1.0 means a 100% yield; for example, 0.34 means a 34% yield). (1) The yield is 0.305. The reactants are [C:1]([O:5][C:6]([NH:8][CH2:9][CH2:10][CH2:11][CH2:12][C:13]([OH:15])=O)=[O:7])([CH3:4])([CH3:3])[CH3:2].[Cl:16][C:17]1[CH:18]=[C:19]([CH:24]=[CH:25][C:26]=1[Cl:27])/[C:20](=[N:22]/O)/[NH2:21].CC(C)N=C=NC(C)C. The product is [Cl:16][C:17]1[CH:18]=[C:19]([C:20]2[N:22]=[C:13]([CH2:12][CH2:11][CH2:10][CH2:9][NH:8][C:6](=[O:7])[O:5][C:1]([CH3:2])([CH3:3])[CH3:4])[O:15][N:21]=2)[CH:24]=[CH:25][C:26]=1[Cl:27]. The catalyst is CN(C1C=CN=CC=1)C.CN(C=O)C.N1C=CC=CC=1.CCOC(C)=O. (2) The reactants are [Cl:1][C:2]1[CH:3]=[C:4]([NH:8][C:9]2[CH:14]=[C:13]([NH2:15])[N:12]=[CH:11][N:10]=2)[CH:5]=[CH:6][CH:7]=1.[Cl:16][C:17]1[CH:22]=[CH:21][CH:20]=[CH:19][C:18]=1[N:23]=[C:24]=[O:25]. The catalyst is COCCOCCOC. The product is [Cl:16][C:17]1[CH:22]=[CH:21][CH:20]=[CH:19][C:18]=1[NH:23][C:24](=[O:25])[NH:15][C:13]1[CH:14]=[C:9]([NH:8][C:4]2[CH:5]=[CH:6][CH:7]=[C:2]([Cl:1])[CH:3]=2)[N:10]=[CH:11][N:12]=1. The yield is 0.520. (3) The reactants are [Br:1][C:2]1[CH:11]=[CH:10][C:9]([OH:12])=[CH:8][C:3]=1[C:4]([O:6][CH3:7])=[O:5].C(=O)([O-])[O-].[Cs+].[Cs+].Cl[C:20]([F:26])([F:25])C(OC)=O. The catalyst is CN(C=O)C. The product is [Br:1][C:2]1[CH:11]=[CH:10][C:9]([O:12][CH:20]([F:26])[F:25])=[CH:8][C:3]=1[C:4]([O:6][CH3:7])=[O:5]. The yield is 0.350. (4) The reactants are [Cl:1][C:2]1[S:6][C:5]([S:7](Cl)(=[O:9])=[O:8])=[CH:4][CH:3]=1.[NH2:11][C:12]([CH3:16])([CH3:15])[CH2:13][OH:14]. No catalyst specified. The product is [OH:14][CH2:13][C:12]([NH:11][S:7]([C:5]1[S:6][C:2]([Cl:1])=[CH:3][CH:4]=1)(=[O:9])=[O:8])([CH3:16])[CH3:15]. The yield is 0.770. (5) The reactants are FC(F)(F)S([O-])(=O)=O.C([O:16][C:17](=[O:35])[CH2:18][CH2:19][N+:20]1[C:33]2[C:28](=[CH:29][CH:30]=[CH:31][CH:32]=2)[C:27]([CH3:34])=[C:26]2[C:21]=1[CH:22]=[CH:23][CH:24]=[CH:25]2)C1C=CC=CC=1.[BrH:36]. The catalyst is C(O)(=O)C. The product is [Br-:36].[C:17]([CH2:18][CH2:19][N+:20]1[C:33]2[C:28](=[CH:29][CH:30]=[CH:31][CH:32]=2)[C:27]([CH3:34])=[C:26]2[C:21]=1[CH:22]=[CH:23][CH:24]=[CH:25]2)([OH:35])=[O:16]. The yield is 0.990. (6) The reactants are [F:1][C@H:2]1[CH2:6][CH2:5][N:4]([C:7]2[N:14]=[CH:13][C:12](B3OC(C)(C)C(C)(C)O3)=[CH:11][C:8]=2[C:9]#[N:10])[CH2:3]1.BC1C=NC(N2CC[C@H](F)C2)=C(C=1)C#N.[Cl:39][C:40]1[N:45]=[C:44](Cl)[CH:43]=[CH:42][N:41]=1.C([O-])([O-])=O.[Na+].[Na+]. The catalyst is O1CCOCC1.O.CCOC(C)=O.O.C1C=CC([P]([Pd]([P](C2C=CC=CC=2)(C2C=CC=CC=2)C2C=CC=CC=2)([P](C2C=CC=CC=2)(C2C=CC=CC=2)C2C=CC=CC=2)[P](C2C=CC=CC=2)(C2C=CC=CC=2)C2C=CC=CC=2)(C2C=CC=CC=2)C2C=CC=CC=2)=CC=1. The product is [Cl:39][C:40]1[N:45]=[C:44]([C:12]2[CH:13]=[N:14][C:7]([N:4]3[CH2:5][CH2:6][C@H:2]([F:1])[CH2:3]3)=[C:8]([CH:11]=2)[C:9]#[N:10])[CH:43]=[CH:42][N:41]=1. The yield is 0.550. (7) The reactants are [C:1]([O:9]CC)(=O)[CH2:2][C:3]([O:5][CH2:6][CH3:7])=[O:4].[H-].[Na+].[H][H].[CH3:16][N:17]1[C:22]2[CH:23]=[CH:24][C:25]([CH3:27])=[CH:26][C:21]=2[C:20](=O)[O:19]C1=O.Cl. The catalyst is CC(N(C)C)=O. The product is [CH2:6]([O:5][C:3]([C:2]1[C:1](=[O:9])[N:17]([CH3:16])[C:22]2[C:21]([C:20]=1[OH:19])=[CH:26][C:25]([CH3:27])=[CH:24][CH:23]=2)=[O:4])[CH3:7]. The yield is 0.870.